Binary Classification. Given a miRNA mature sequence and a target amino acid sequence, predict their likelihood of interaction. From a dataset of Experimentally validated miRNA-target interactions with 360,000+ pairs, plus equal number of negative samples. (1) The miRNA is cel-miR-37-3p with sequence UCACCGGGUGAACACUUGCAGU. The protein sequence of the target gene is MESRGCAALWVLLLAQVSEQQTPACALGLAAAASGSPEDPQPPPFSGSSWLETGEYDLVSAYEVDHRGDYVSHDIMHYQRRRRRRAVTQPGGDALHLRLKGPRHDLHLDLKAASNLMAPGFMVQTLGKGGTKSVQMFPPEENCFYQGSLRSQGNSSVALSTCQGLLGMIRTKDTDYFLKPLPPHLTSKLNRSAQGDSPSHVLYKRSTERQAPRENEVLMITRKRDLARPHLHHDNFHLGPSQKQHFCGRRKKYMPQPPNDDLYILPDEYKPSSRHKRSLLKSHRNEELNVETLVVVDRKM.... Result: 0 (no interaction). (2) The miRNA is mmu-miR-3110-3p with sequence GCACUCCAUCGGAGGCAGACAC. The protein sequence of the target gene is MLGLCGQRLPAAWVLLLLPFLPLLLLAAPAPHRASYKPVIVVHGLFDSSYSFRHLLEYINETHPGTVVTVLDLFDGRESLRPLWEQVQGFREAVVPIMAKAPQGVHLICYSQGGLVCRALLSVMDDHNVDSFISLSSPQMGQYGDTDYLKWLFPTSMRSNLYRICYSPWGQEFSICNYWHDPHHDDLYLNASSFLALINGERDHPNATVWRKNFLRVGHLVLIGGPDDGVITPWQSSFFGFYDANETVLEMEEQLVYLRDSFGLKTLLARGAIVRCPMAGISHTAWHSNRTLYETCIEPW.... Result: 0 (no interaction). (3) The miRNA is hsa-miR-548c-3p with sequence CAAAAAUCUCAAUUACUUUUGC. The protein sequence of the target gene is MAERGLEPSPAAVAALPPEVRAQLAELELELSEGDITQKGYEKKRSKLLSPYSPQTQETDSIGQKERNQTPAPTAAQTSAPSKYHRSRSGGARDERYRSDIHTEAVQAALAKHKEQKMALPMPTKRRSTFVQSPADACTPPDTSSASEDEGSLRRQAALSAALQQSLQNAESWINRSIQGSSTSSSASSTLSHGEVKGTSGSLADVFANTRIENVSAPPDVTATTSSSSSSLRPANIDLPPSGIVKGMHKGSNRSSLMDTADGVPVNSRVSTKIQQLLNTLKRPKRPPLKEFFVDDSEEI.... Result: 0 (no interaction). (4) The miRNA is hsa-miR-708-3p with sequence CAACUAGACUGUGAGCUUCUAG. The protein sequence of the target gene is MEDERSFSDICGGRLALQRRYYSPSCREFCLSCPRLSLRSLTAVTCTVWLAAYGLFTLCENSMILSAAIFITLLGLLGYLHFVKIDQETLLIIDSLGIQMTSSYASGKESTTFIEMGKVKDIVINEAIYMQKVIYYLCILLKDPVEPHGISQVVPVFQSAKPRLDCLIEVYRSCQEILAHQKATSTSP. Result: 0 (no interaction). (5) The miRNA is mmu-miR-143-5p with sequence GGUGCAGUGCUGCAUCUCUGG. The protein sequence of the target gene is MRRDSDMASHIQQPGGHGNPGPAPSPSPGPGPGPGASERVALKKEIGLVSACTIIIGNIIGSGIFISPKGVLEHSGSVGLALFVWVLGGGVTALGSLCYAELGVAIPKSGGDYAYVTEIFGGLAGFLLLWSAVLIMYPTSLAVISMTFSNYVLQPVFPNCIPPATASRVLSMACLMLLTWVNSSSVRWATRIQVIFTGGKLLALSLIITVGFVQIFQGHFEELRPTNAFAFWMTPSVGHLALAFLQGSFAFSGWNFLNYVTEELVDPRKNLPRAIFISIPLVTFVYTFTNVAYFTAMSPQ.... Result: 0 (no interaction). (6) The miRNA is hsa-miR-4263 with sequence AUUCUAAGUGCCUUGGCC. The protein sequence of the target gene is MLRREARLRREYLYRKAREEAQRSAQERKERLRRALEENRLIPTELRREALALQGSLEFDDAGGEGVTSHVDDEYRWAGVEDPKVMITTSRDPSSRLKMFAKELKLVFPGAQRMNRGRHEVGALVRACKANGVTDLLVVHEHRGTPVGLIVSHLPFGPTAYFTLCNVVMRHDIPDLGTMSEAKPHLITHGFSSRLGKRVSDILRYLFPVPKDDSHRVITFANQDDYISFRHHVYKKTDHRNVELTEVGPRFELKLYMIRLGTLEQEATADVEWRWHPYTNTARKRVFLSTE. Result: 1 (interaction). (7) The miRNA is hsa-miR-133a-3p with sequence UUUGGUCCCCUUCAACCAGCUG. The protein sequence of the target gene is MGSSATEIEELENTTFKYLTGEQTEKMWQRLKGILRCLVKQLERGDVNVVDLKKNIEYAASVLEAVYIDETRRLLDTEDELSDIQTDSVPSEVRDWLASTFTRKMGMTKKKPEEKPKFRSIVHAVQAGIFVERMYRKTYHMVGLAYPAAVIVTLKDVDKWSFDVFALNEASGEHSLKFMIYELFTRYDLINRFKIPVSCLITFAEALEVGYSKYKNPYHNLIHAADVTQTVHYIMLHTGIMHWLTELEILAMVFAAAIHDYEHTGTTNNFHIQTRSDVAILYNDRSVLENHHVSAAYRLM.... Result: 1 (interaction). (8) The miRNA is hsa-miR-581 with sequence UCUUGUGUUCUCUAGAUCAGU. The protein sequence of the target gene is MAAHGGSAASSALKGLIQQFTAITGASESVGKHMLEACNNNLEMAVTMFLDGGGIAEEPSTSSASVSTVRPHTEEEVRAPIPQKQEILVEPEPLFGVRQEQELRNGGAIDKKLTTLADLFRPPIDLMHKGSFETAKECGQMQNKWLMINIQNVQDFACQCLNRDVWSNEAVKNIIREHFIFWQVYHDSEEGQRYIQFYKLGDFPYVSILDPRTGQKLVEWHQLDVSSFLDQVTGFLGEHGQLDGLSSSPPKKCARSESLIDASEDSQLEAAIRASLQETHFDSAQAKQDSRSDEESESEL.... Result: 0 (no interaction). (9) The miRNA is mmu-miR-7211-5p with sequence UCUUUCCCUCUGCCACUCCACC. The protein sequence of the target gene is MITSELPVLQDSTNETTAHSDAGSELEETEVKGKRKRGRPGRPPSTNKKPRKSPGEKSRIEAGIRGAGRGRANGHPQQNGDGDPVTLFEVVKLGKSAMQSVVDDWIELYKQDRDIALLDLINFFIQCSGCRGTVRIEMFRNMQNAEIIRKMTEEFDEDSGDYPLTMPGPQWKKFRSNFCEFIGVLIRQCQYSIIYDEYMMDTVISLLTGLSDSQVRAFRHTSTLAAMKLMTALVNVALNLSIHQDNTQRQYEAERNKMIGKRANERLELLLQKRKELQENQDEIENMMNSIFKGIFVHRY.... Result: 0 (no interaction).